Dataset: Catalyst prediction with 721,799 reactions and 888 catalyst types from USPTO. Task: Predict which catalyst facilitates the given reaction. (1) Product: [Cl:1][C:2]1[CH:11]=[C:10]([C:12](=[O:13])[CH3:24])[C:9]([N:18]2[CH2:22][CH2:21][C@@H:20]([OH:23])[CH2:19]2)=[C:8]2[C:3]=1[CH:4]=[CH:5][CH:6]=[N:7]2. The catalyst class is: 7. Reactant: [Cl:1][C:2]1[CH:11]=[C:10]([C:12](N(OC)C)=[O:13])[C:9]([N:18]2[CH2:22][CH2:21][C@@H:20]([OH:23])[CH2:19]2)=[C:8]2[C:3]=1[CH:4]=[CH:5][CH:6]=[N:7]2.[CH3:24][Mg]Br. (2) Reactant: [Br:1][C:2]1[CH:10]=[C:9]2[C:5]([CH2:6][C:7]3([CH2:27][CH2:26][CH:25]([O:28][CH3:29])[CH2:24][CH2:23]3)[C:8]2([NH:16][S:17]([C:19]([CH3:22])([CH3:21])[CH3:20])=[O:18])[C:11]([O:13][CH2:14][CH3:15])=C)=[CH:4][CH:3]=1.C([O-])([O-])=[O:31].[Cs+].[Cs+]. Product: [Br:1][C:2]1[CH:10]=[C:9]2[C:5]([CH2:6][C:7]3([CH2:27][CH2:26][CH:25]([O:28][CH3:29])[CH2:24][CH2:23]3)[C:8]2([NH:16][S:17]([C:19]([CH3:21])([CH3:22])[CH3:20])=[O:18])[C:11]([O:13][CH2:14][CH3:15])=[O:31])=[CH:4][CH:3]=1. The catalyst class is: 184. (3) Reactant: [C-:1]#[N:2].[K+].[I-].C[N+](C)(C)[CH2:7][C:8]1[C:16]2[C:11](=[N:12][CH:13]=[CH:14][N:15]=2)[NH:10][C:9]=1[C:17]1[CH:22]=[CH:21][CH:20]=[CH:19][CH:18]=1. Product: [C:17]1([C:9]2[NH:10][C:11]3=[N:12][CH:13]=[CH:14][N:15]=[C:16]3[C:8]=2[CH2:7][C:1]#[N:2])[CH:18]=[CH:19][CH:20]=[CH:21][CH:22]=1. The catalyst class is: 145. (4) Reactant: [CH:1]1([CH2:6][C@H:7]([N:11]2[CH2:19][C:18]3[C:13](=[CH:14][CH:15]=[CH:16][C:17]=3[C:20]([F:23])([F:22])[F:21])[C:12]2=[O:24])[C:8](O)=[O:9])[CH2:5][CH2:4][CH2:3][CH2:2]1.C(Cl)(=O)C(Cl)=O.[CH3:31][O:32][C:33]([CH3:42])([CH3:41])[CH2:34][N:35]1[CH:39]=[CH:38][C:37]([NH2:40])=[N:36]1.N1C(C)=CC=CC=1C. Product: [CH:1]1([CH2:6][C@H:7]([N:11]2[CH2:19][C:18]3[C:13](=[CH:14][CH:15]=[CH:16][C:17]=3[C:20]([F:21])([F:23])[F:22])[C:12]2=[O:24])[C:8]([NH:40][C:37]2[CH:38]=[CH:39][N:35]([CH2:34][C:33]([O:32][CH3:31])([CH3:41])[CH3:42])[N:36]=2)=[O:9])[CH2:2][CH2:3][CH2:4][CH2:5]1. The catalyst class is: 306.